Predict the reaction yield, written as a fraction of the theoretical maximum amount of product (1.0 means a 100% yield; for example, 0.34 means a 34% yield). From a dataset of Reaction yield outcomes from USPTO patents with 853,638 reactions. (1) The yield is 0.867. The reactants are [CH2:1]1COC[CH2:2]1.BrC(F)=CC1C=CC(C#N)=CC=1.C[C:19]([CH3:33])=[CH:20][C:21]#[C:22][C:23]1[CH:32]=[CH:31][C:26]([C:27]([O:29][CH3:30])=[O:28])=[CH:25][CH:24]=1.N#N. The product is [CH3:30][O:29][C:27](=[O:28])[C:26]1[CH:25]=[CH:24][C:23]([C:22]#[C:21]/[CH:20]=[CH:19]/[CH:33]2[CH2:2][CH2:1]2)=[CH:32][CH:31]=1. The catalyst is CCOC(C)=O.Cl[Pd](Cl)([P](C1C=CC=CC=1)(C1C=CC=CC=1)C1C=CC=CC=1)[P](C1C=CC=CC=1)(C1C=CC=CC=1)C1C=CC=CC=1.[Cu]I. (2) The yield is 0.950. The catalyst is ClCCl. The product is [CH3:17][C:16]([CH3:19])([CH3:18])[C:15]([NH:1][C:2]1[CH:7]=[CH:6][CH:5]=[CH:4][N:3]=1)=[O:20]. The reactants are [NH2:1][C:2]1[CH:7]=[CH:6][CH:5]=[CH:4][N:3]=1.C(N(CC)CC)C.[C:15](Cl)(=[O:20])[C:16]([CH3:19])([CH3:18])[CH3:17].O. (3) The reactants are [C:1]([C:3]1[CH:4]=[N:5][N:6]([CH2:8][C:9]([N:11]2[CH2:16][CH2:15][CH2:14][C:13]3[N:17]([C:20]4[CH:25]=[CH:24][C:23]([F:26])=[CH:22][CH:21]=4)[N:18]=[CH:19][C:12]2=3)=[O:10])[CH:7]=1)#[N:2].[NH2:27][OH:28].Cl.CCN(CC)CC. The catalyst is CCO. The product is [F:26][C:23]1[CH:22]=[CH:21][C:20]([N:17]2[C:13]3[CH2:14][CH2:15][CH2:16][N:11]([C:9](=[O:10])[CH2:8][N:6]4[CH:7]=[C:3]([C:1]([NH2:2])=[N:27][OH:28])[CH:4]=[N:5]4)[C:12]=3[CH:19]=[N:18]2)=[CH:25][CH:24]=1. The yield is 0.600. (4) The reactants are [Br:1][CH2:2][C:3]1[C:4]([C:25]([F:28])([F:27])[F:26])=[C:5]([CH:8]=[CH:9][C:10]=1[N:11]=C(C1C=CC=CC=1)C1C=CC=CC=1)[C:6]#[N:7].Cl. The catalyst is C1COCC1. The product is [NH2:11][C:10]1[CH:9]=[CH:8][C:5]([C:6]#[N:7])=[C:4]([C:25]([F:27])([F:28])[F:26])[C:3]=1[CH2:2][Br:1]. The yield is 0.500. (5) The reactants are [CH3:1][N:2]1[C:6]([C:7]2[CH:12]=[CH:11][C:10]([O:13][C:14]([F:17])([F:16])[F:15])=[CH:9][CH:8]=2)=[C:5]2[CH2:18][O:19][C:20]3[CH:21]=[C:22]([CH:26]=C)[CH:23]=[CH:24][C:25]=3[C:4]2=[N:3]1.I([O-])(=O)(=O)=[O:29].[Na+]. The catalyst is O1CCOCC1.O.[Os](=O)(=O)(=O)=O. The product is [CH3:1][N:2]1[C:6]([C:7]2[CH:12]=[CH:11][C:10]([O:13][C:14]([F:17])([F:15])[F:16])=[CH:9][CH:8]=2)=[C:5]2[CH2:18][O:19][C:20]3[CH:21]=[C:22]([CH:26]=[O:29])[CH:23]=[CH:24][C:25]=3[C:4]2=[N:3]1. The yield is 0.800. (6) The reactants are [F:1][C:2]1[CH:7]=[CH:6][C:5]([NH:8][C:9]([C:11]2([C:14]([NH:16][C:17]3[CH:22]=[CH:21][C:20]([O:23][C:24]4[C:33]5[C:28](=[CH:29][C:30]([OH:36])=[C:31]([O:34][CH3:35])[CH:32]=5)[N:27]=[CH:26][CH:25]=4)=[C:19]([F:37])[CH:18]=3)=[O:15])[CH2:13][CH2:12]2)=[O:10])=[CH:4][CH:3]=1.[CH2:38]([N:40]([CH2:44][CH3:45])[CH2:41][CH2:42]O)[CH3:39].C1C=CC(P(C2C=CC=CC=2)C2C=CC=CC=2)=CC=1.CC(OC(/N=N/C(OC(C)C)=O)=O)C. The catalyst is C(Cl)Cl. The product is [CH2:38]([N:40]([CH2:44][CH3:45])[CH2:41][CH2:42][O:36][C:30]1[CH:29]=[C:28]2[C:33]([C:24]([O:23][C:20]3[CH:21]=[CH:22][C:17]([NH:16][C:14]([C:11]4([C:9]([NH:8][C:5]5[CH:6]=[CH:7][C:2]([F:1])=[CH:3][CH:4]=5)=[O:10])[CH2:12][CH2:13]4)=[O:15])=[CH:18][C:19]=3[F:37])=[CH:25][CH:26]=[N:27]2)=[CH:32][C:31]=1[O:34][CH3:35])[CH3:39]. The yield is 0.340. (7) The reactants are [NH2:1][C:2]1[C:3]([NH:22][CH2:23][C:24]2[CH:29]=[C:28]([Br:30])[CH:27]=[CH:26][C:25]=2[Cl:31])=[N:4][C:5]([NH:8][CH2:9][C@@H:10]2[CH2:14][CH2:13][N:12]([C:15]([O:17][C:18]([CH3:21])([CH3:20])[CH3:19])=[O:16])[CH2:11]2)=[N:6][CH:7]=1.C1C[O:35][CH2:34]C1.C(N1C=CN=C1)(N1C=CN=C1)=O.C(Cl)Cl. The catalyst is O. The product is [Br:30][C:28]1[CH:27]=[CH:26][C:25]([Cl:31])=[C:24]([CH:29]=1)[CH2:23][N:22]1[C:34](=[O:35])[NH:1][C:2]2[C:3]1=[N:4][C:5]([NH:8][CH2:9][C@@H:10]1[CH2:14][CH2:13][N:12]([C:15]([O:17][C:18]([CH3:21])([CH3:19])[CH3:20])=[O:16])[CH2:11]1)=[N:6][CH:7]=2. The yield is 0.900. (8) The reactants are [CH3:1][N:2]1[C:6]([C:7]2[CH:8]=[C:9]([C:16]([OH:18])=O)[S:10][C:11]=2[C:12]([F:15])([F:14])[F:13])=[CH:5][CH:4]=[N:3]1.F[P-](F)(F)(F)(F)F.[PH4+].CCN(C(C)C)C(C)C.[NH2:36][C@@H:37]([CH2:50][C:51]1[CH:56]=[CH:55][CH:54]=[CH:53][C:52]=1[C:57]([F:60])([F:59])[F:58])[CH2:38][N:39]1[C:47](=[O:48])[C:46]2[C:41](=[CH:42][CH:43]=[CH:44][CH:45]=2)[C:40]1=[O:49]. The yield is 0.860. The product is [O:48]=[C:47]1[C:46]2[C:41](=[CH:42][CH:43]=[CH:44][CH:45]=2)[C:40](=[O:49])[N:39]1[CH2:38][C@@H:37]([NH:36][C:16]([C:9]1[S:10][C:11]([C:12]([F:13])([F:14])[F:15])=[C:7]([C:6]2[N:2]([CH3:1])[N:3]=[CH:4][CH:5]=2)[CH:8]=1)=[O:18])[CH2:50][C:51]1[CH:56]=[CH:55][CH:54]=[CH:53][C:52]=1[C:57]([F:59])([F:58])[F:60]. The catalyst is C(Cl)Cl.